This data is from Forward reaction prediction with 1.9M reactions from USPTO patents (1976-2016). The task is: Predict the product of the given reaction. (1) Given the reactants [CH3:1][C:2]1[CH:15]=[C:5]2[C:6]([C@@H:10]3[CH2:12][C@H:11]3[CH:13]=O)=[CH:7][CH:8]=[CH:9][N:4]2[N:3]=1.[OH-:16].[Na+].Cl.[NH2:19]O, predict the reaction product. The product is: [CH3:1][C:2]1[CH:15]=[C:5]2[C:6]([C@@H:10]3[CH2:12][C@H:11]3[CH:13]=[N:19][OH:16])=[CH:7][CH:8]=[CH:9][N:4]2[N:3]=1. (2) Given the reactants C(=O)([O-])[O-].[K+].[K+].[C:7]([O:13][CH2:14]Cl)(=[O:12])[C:8]([CH3:11])([CH3:10])[CH3:9].[I-].[Na+].[CH3:18][N:19]([CH3:39])[CH:20]1[CH2:25][CH2:24][N:23]([C:26](=[O:38])[CH2:27][CH2:28][C:29]2[N:30]([CH2:34][C:35]([OH:37])=[O:36])[CH:31]=[CH:32][N:33]=2)[CH2:22][CH2:21]1, predict the reaction product. The product is: [C:7]([O:13][CH2:14][O:37][C:35](=[O:36])[CH2:34][N:30]1[CH:31]=[CH:32][N:33]=[C:29]1[CH2:28][CH2:27][C:26]([N:23]1[CH2:24][CH2:25][CH:20]([N:19]([CH3:18])[CH3:39])[CH2:21][CH2:22]1)=[O:38])(=[O:12])[C:8]([CH3:11])([CH3:10])[CH3:9]. (3) Given the reactants Br[C:2]1[CH:7]=[CH:6][C:5]([O:8][CH:9]([F:11])[F:10])=[C:4]([CH2:12][CH2:13][F:14])[CH:3]=1.C([Li])CCC.[Br:20][C:21]1[CH:22]=[C:23]([C:27]([C:35]2[C:36]([C:41]#[N:42])=[N:37][CH:38]=[CH:39][CH:40]=2)=[N:28]S(C(C)(C)C)=O)[CH:24]=[CH:25][CH:26]=1.Cl, predict the reaction product. The product is: [Br:20][C:21]1[CH:22]=[C:23]([C:27]2([C:2]3[CH:7]=[CH:6][C:5]([O:8][CH:9]([F:11])[F:10])=[C:4]([CH2:12][CH2:13][F:14])[CH:3]=3)[C:35]3[C:36](=[N:37][CH:38]=[CH:39][CH:40]=3)[C:41]([NH2:42])=[N:28]2)[CH:24]=[CH:25][CH:26]=1. (4) Given the reactants CON(C)[C:4](=[O:31])[CH:5]([NH:17][C:18]([N:20]1[CH2:25][C:24](=[O:26])[NH:23][C:22]2[CH:27]=[CH:28][CH:29]=[N:30][C:21]1=2)=[O:19])[C:6]1[CH:11]=[CH:10][C:9]([O:12][C:13]([F:16])([F:15])[F:14])=[CH:8][CH:7]=1.[CH3:33][Mg]Br.O1CCCC1.Cl, predict the reaction product. The product is: [O:26]=[C:24]1[CH2:25][N:20]([C:18]([NH:17][CH:5]([C:6]2[CH:11]=[CH:10][C:9]([O:12][C:13]([F:16])([F:15])[F:14])=[CH:8][CH:7]=2)[C:4](=[O:31])[CH3:33])=[O:19])[C:21]2[N:30]=[CH:29][CH:28]=[CH:27][C:22]=2[NH:23]1. (5) Given the reactants [C:1]([C:4]1[S:8][C:7]([NH2:9])=[N:6][C:5]=1[CH3:10])(=[O:3])[CH3:2].CO[CH:13](OC)[N:14]([CH3:16])[CH3:15], predict the reaction product. The product is: [CH3:13][N:14]([CH3:16])/[CH:15]=[CH:2]/[C:1]([C:4]1[S:8][C:7]([N:9]=[CH:13][N:14]([CH3:16])[CH3:15])=[N:6][C:5]=1[CH3:10])=[O:3]. (6) Given the reactants [CH3:1][NH:2][C:3](=[O:5])[CH3:4].C=O.[C:8]([OH:11])(=[O:10])[CH3:9], predict the reaction product. The product is: [C:3]([N:2]([CH2:9][C:8]([OH:11])=[O:10])[CH3:1])(=[O:5])[CH3:4]. (7) The product is: [C:1]1([C:7]2[N:8]=[C:9]([N:12]([CH2:21][C:22]3[CH:23]=[CH:24][C:25]([CH2:28][O:29][C:31]4[CH:36]=[CH:35][C:34]([CH2:37][CH2:38][C:39]([O:41][CH3:42])=[O:40])=[CH:33][CH:32]=4)=[CH:26][CH:27]=3)[CH2:13][CH2:14][C:15]3[CH:20]=[CH:19][CH:18]=[CH:17][N:16]=3)[S:10][CH:11]=2)[CH:2]=[CH:3][CH:4]=[CH:5][CH:6]=1. Given the reactants [C:1]1([C:7]2[N:8]=[C:9]([N:12]([CH2:21][C:22]3[CH:27]=[CH:26][C:25]([CH2:28][OH:29])=[CH:24][CH:23]=3)[CH2:13][CH2:14][C:15]3[CH:20]=[CH:19][CH:18]=[CH:17][N:16]=3)[S:10][CH:11]=2)[CH:6]=[CH:5][CH:4]=[CH:3][CH:2]=1.O[C:31]1[CH:36]=[CH:35][C:34]([CH2:37][CH2:38][C:39]([O:41][CH3:42])=[O:40])=[CH:33][CH:32]=1, predict the reaction product.